From a dataset of Full USPTO retrosynthesis dataset with 1.9M reactions from patents (1976-2016). Predict the reactants needed to synthesize the given product. (1) Given the product [OH:13][CH2:10][CH2:6][CH2:7][CH2:8][CH2:3][NH:4][C:3]1[CH:8]=[CH:7][CH:6]=[CH:5][N+:4]=1[O-:9], predict the reactants needed to synthesize it. The reactants are: Cl.Cl[C:3]1[CH:8]=[CH:7][CH:6]=[CH:5][N+:4]=1[O-:9].[C:10]([O-:13])(O)=O.[Na+].CO.C(Cl)(Cl)Cl. (2) Given the product [CH:1]([O:3][CH2:12][C:13]1[CH:21]=[CH:20][C:16]([C:17]([OH:19])=[O:18])=[CH:15][CH:14]=1)=[O:2], predict the reactants needed to synthesize it. The reactants are: [CH:1]([OH:3])=[O:2].C(OC(=O)C)(=O)C.O[CH2:12][C:13]1[CH:21]=[CH:20][C:16]([C:17]([OH:19])=[O:18])=[CH:15][CH:14]=1.